Dataset: NCI-60 drug combinations with 297,098 pairs across 59 cell lines. Task: Regression. Given two drug SMILES strings and cell line genomic features, predict the synergy score measuring deviation from expected non-interaction effect. (1) Drug 1: COC1=C2C(=CC3=C1OC=C3)C=CC(=O)O2. Drug 2: CC1C(C(CC(O1)OC2CC(CC3=C2C(=C4C(=C3O)C(=O)C5=C(C4=O)C(=CC=C5)OC)O)(C(=O)CO)O)N)O.Cl. Cell line: OVCAR3. Synergy scores: CSS=33.6, Synergy_ZIP=-2.71, Synergy_Bliss=-5.34, Synergy_Loewe=-4.01, Synergy_HSA=-3.22. (2) Drug 1: C1=CC=C(C=C1)NC(=O)CCCCCCC(=O)NO. Drug 2: C(CN)CNCCSP(=O)(O)O. Synergy scores: CSS=13.0, Synergy_ZIP=-6.46, Synergy_Bliss=-1.33, Synergy_Loewe=-30.6, Synergy_HSA=-3.65. Cell line: CAKI-1. (3) Cell line: OVCAR-5. Synergy scores: CSS=-3.45, Synergy_ZIP=1.66, Synergy_Bliss=0.0185, Synergy_Loewe=-1.01, Synergy_HSA=-2.00. Drug 1: CC1=C(C=C(C=C1)NC2=NC=CC(=N2)N(C)C3=CC4=NN(C(=C4C=C3)C)C)S(=O)(=O)N.Cl. Drug 2: CC(C)CN1C=NC2=C1C3=CC=CC=C3N=C2N. (4) Drug 1: C1=NC2=C(N=C(N=C2N1C3C(C(C(O3)CO)O)F)Cl)N. Drug 2: C1CNP(=O)(OC1)N(CCCl)CCCl. Cell line: TK-10. Synergy scores: CSS=5.24, Synergy_ZIP=-1.22, Synergy_Bliss=0.337, Synergy_Loewe=-0.229, Synergy_HSA=0.702.